Task: Predict the product of the given reaction.. Dataset: Forward reaction prediction with 1.9M reactions from USPTO patents (1976-2016) (1) Given the reactants [C:1]1([NH:7][C:8]2[C:13]([C:14](=[O:16])[CH3:15])=[CH:12][CH:11]=[CH:10][N:9]=2)[CH:6]=[CH:5][CH:4]=[CH:3][CH:2]=1.[CH3:17][O:18][C:19](=[O:30])[C:20]1[CH:25]=[CH:24][C:23]([CH:26]=O)=[C:22]([O:28][CH3:29])[CH:21]=1.C[O-].[Na+].Cl, predict the reaction product. The product is: [CH3:17][O:18][C:19](=[O:30])[C:20]1[CH:25]=[CH:24][C:23](/[CH:26]=[CH:15]/[C:14](=[O:16])[C:13]2[C:8]([NH:7][C:1]3[CH:6]=[CH:5][CH:4]=[CH:3][CH:2]=3)=[N:9][CH:10]=[CH:11][CH:12]=2)=[C:22]([O:28][CH3:29])[CH:21]=1. (2) The product is: [NH2:13][C:12]1[CH:14]=[CH:15][CH:16]=[CH:17][C:11]=1[C:1]1[CH:6]=[CH:5][CH:4]=[CH:3][CH:2]=1. Given the reactants [C:1]1(B(O)O)[CH:6]=[CH:5][CH:4]=[CH:3][CH:2]=1.Cl[C:11]1[CH:17]=[CH:16][CH:15]=[CH:14][C:12]=1[NH2:13].C1(P(C2CCCCC2)C2CCCCC2)CCCCC1.P([O-])([O-])([O-])=O.[K+].[K+].[K+].O, predict the reaction product.